This data is from Clinical trial toxicity outcomes and FDA approval status for drugs. The task is: Regression/Classification. Given a drug SMILES string, predict its toxicity properties. Task type varies by dataset: regression for continuous values (e.g., LD50, hERG inhibition percentage) or binary classification for toxic/non-toxic outcomes (e.g., AMES mutagenicity, cardiotoxicity, hepatotoxicity). Dataset: clintox. (1) The molecule is CCCCCCCCCCCCCCCCO. The result is 0 (passed clinical trial). (2) The compound is CC(O)(CS(=O)(=O)c1ccc(F)cc1)C(=O)Nc1ccc(C#N)c(C(F)(F)F)c1. The result is 0 (passed clinical trial). (3) The compound is CCn1ccc([N-]S(=O)(=O)c2ccc(N)cc2)nc1=O. The result is 0 (passed clinical trial). (4) The drug is CC(=O)O[C@]1(C(C)=O)CC[C@H]2[C@@H]3C=C(C)C4=CC(=O)CC[C@]4(C)[C@H]3CC[C@@]21C. The result is 0 (passed clinical trial). (5) The compound is COC(F)(F)C(Cl)Cl. The result is 0 (passed clinical trial). (6) The compound is Nc1nc(F)nc2c1ncn2[C@@H]1O[C@H](CO)[C@@H](O)[C@@H]1O. The result is 1 (failed clinical trial for toxicity).